This data is from Reaction yield outcomes from USPTO patents with 853,638 reactions. The task is: Predict the reaction yield, written as a fraction of the theoretical maximum amount of product (1.0 means a 100% yield; for example, 0.34 means a 34% yield). (1) The reactants are C[N:2](C)[CH:3]=[CH:4][C:5]([C:7]1[C:12](=[O:13])[CH:11]=[CH:10][N:9]([C:14]2[CH:21]=[CH:20][C:17]([C:18]#[N:19])=[CH:16][CH:15]=2)[N:8]=1)=O.[C:23]1([NH:29]N)[CH:28]=[CH:27][CH:26]=[CH:25][CH:24]=1. The catalyst is CO. The product is [O:13]=[C:12]1[CH:11]=[CH:10][N:9]([C:14]2[CH:21]=[CH:20][C:17]([C:18]#[N:19])=[CH:16][CH:15]=2)[N:8]=[C:7]1[C:5]1[N:29]([C:23]2[CH:28]=[CH:27][CH:26]=[CH:25][CH:24]=2)[N:2]=[CH:3][CH:4]=1. The yield is 0.0400. (2) The reactants are [C:1]([O:5][C:6]([N:8]1[CH2:26][CH2:25][C:11]2([CH2:14][N:13]([C@H:15]3[C:23]4[C:18](=[CH:19][C:20](Br)=[CH:21][CH:22]=4)[CH2:17][CH2:16]3)[CH2:12]2)[CH2:10][CH2:9]1)=[O:7])([CH3:4])([CH3:3])[CH3:2].[C:27]([C:30]1[CH:35]=[CH:34][C:33](B(O)O)=[CH:32][CH:31]=1)(=[O:29])[NH2:28].C1C=C(S([O-])(=O)=O)C=C(P(C2C=CC=C(S([O-])(=O)=O)C=2)C2C=CC=C(S([O-])(=O)=O)C=2)C=1.[Na+].[Na+].[Na+].C(NC(C)C)(C)C. The catalyst is O.C(#N)C.C(OCC)(=O)C.CC([O-])=O.CC([O-])=O.[Pd+2]. The product is [C:1]([O:5][C:6]([N:8]1[CH2:26][CH2:25][C:11]2([CH2:14][N:13]([C@H:15]3[C:23]4[C:18](=[CH:19][C:20]([C:33]5[CH:34]=[CH:35][C:30]([C:27](=[O:29])[NH2:28])=[CH:31][CH:32]=5)=[CH:21][CH:22]=4)[CH2:17][CH2:16]3)[CH2:12]2)[CH2:10][CH2:9]1)=[O:7])([CH3:4])([CH3:3])[CH3:2]. The yield is 0.910. (3) The yield is 0.540. The product is [Br:1][C:2]1[CH:21]=[C:20]2[C:5]([CH2:6][C:7]3([CH2:10][N:9]([C:11]([O:13][C:14]([CH3:17])([CH3:16])[CH3:15])=[O:12])[CH2:8]3)[C:18]2=[O:31])=[CH:4][CH:3]=1. The reactants are [Br:1][C:2]1[CH:21]=[CH:20][C:5]([CH2:6][C:7]2([C:18]#N)[CH2:10][N:9]([C:11]([O:13][C:14]([CH3:17])([CH3:16])[CH3:15])=[O:12])[CH2:8]2)=[C:4](I)[CH:3]=1.[Li]CCCC.C1C[O:31]CC1. No catalyst specified. (4) The reactants are Br[CH2:2][C:3]1[CH:11]=[CH:10][C:6]2[N:7]=[CH:8][S:9][C:5]=2[CH:4]=1.S1C2C=C([CH2:21][OH:22])C=CC=2N=C1.P(Br)(Br)Br.C([O:29]CC)C. No catalyst specified. The product is [CH3:21][O:22][C:2]([C:3]1[CH:11]=[CH:10][C:6]2[N:7]=[CH:8][S:9][C:5]=2[CH:4]=1)=[O:29]. The yield is 0.860. (5) The reactants are Br[C:2]1[CH:3]=[CH:4][C:5]([F:19])=[C:6]([C:8]2[N:13]=[C:12]([C:14]([O:16][CH2:17][CH3:18])=[O:15])[CH:11]=[CH:10][CH:9]=2)[CH:7]=1.[C:20]([C@:22]1([OH:29])[CH2:26][CH2:25][N:24]([CH3:27])[C:23]1=[O:28])#[CH:21]. No catalyst specified. The product is [F:19][C:5]1[CH:4]=[CH:3][C:2]([C:21]#[C:20][C@:22]2([OH:29])[CH2:26][CH2:25][N:24]([CH3:27])[C:23]2=[O:28])=[CH:7][C:6]=1[C:8]1[N:13]=[C:12]([C:14]([O:16][CH2:17][CH3:18])=[O:15])[CH:11]=[CH:10][CH:9]=1. The yield is 0.850. (6) The reactants are FC(F)(F)C1C=CC([C:9]2C=CC=[C:11]([CH2:15][O:16][C:17]3[CH:22]=[CH:21][C:20]([C:23]4([CH2:27][C:28]([O:30][CH2:31][CH3:32])=[O:29])[CH2:26][O:25][CH2:24]4)=[CH:19][CH:18]=3)[CH:10]=2)=CC=1.OC1C=CC(C2(CC(OCC)=O)COC2)=CC=1.ClCC1[N:55]=[C:56]([C:60]2[CH:65]=[CH:64][CH:63]=[CH:62][CH:61]=2)[O:57]C=1C. No catalyst specified. The product is [CH3:9][C:10]1[O:57][C:56]([C:60]2[CH:65]=[CH:64][CH:63]=[CH:62][CH:61]=2)=[N:55][C:11]=1[CH2:15][O:16][C:17]1[CH:22]=[CH:21][C:20]([C:23]2([CH2:27][C:28]([O:30][CH2:31][CH3:32])=[O:29])[CH2:24][O:25][CH2:26]2)=[CH:19][CH:18]=1. The yield is 0.770. (7) The reactants are C(Cl)(=O)C(Cl)=O.CS(C)=O.[CH:11]1([C@:17]([C:21]2[CH:26]=[CH:25][CH:24]=[CH:23][CH:22]=2)([OH:20])[CH2:18]O)[CH2:16][CH2:15][CH2:14][CH2:13][CH2:12]1.C(N(CC)CC)C.Cl.[NH2:35][OH:36].C(=O)([O-])[O-].[Na+].[Na+]. The catalyst is C(Cl)Cl.O. The product is [CH:11]1([C@@:17]([OH:20])([C:21]2[CH:26]=[CH:25][CH:24]=[CH:23][CH:22]=2)[CH:18]=[N:35][OH:36])[CH2:16][CH2:15][CH2:14][CH2:13][CH2:12]1. The yield is 0.830. (8) The reactants are [Cl:1][C:2]1[C:7](I)=[CH:6][N:5]=[C:4]([S:9][CH3:10])[N:3]=1.C([Mg]Br)(C)C.[CH:16]([C:19]1[CH:26]=[C:25]([O:27][CH3:28])[C:24]([O:29][CH3:30])=[CH:23][C:20]=1[CH:21]=[O:22])([CH3:18])[CH3:17]. The catalyst is C1COCC1. The product is [Cl:1][C:2]1[C:7]([CH:21]([C:20]2[CH:23]=[C:24]([O:29][CH3:30])[C:25]([O:27][CH3:28])=[CH:26][C:19]=2[CH:16]([CH3:18])[CH3:17])[OH:22])=[CH:6][N:5]=[C:4]([S:9][CH3:10])[N:3]=1. The yield is 0.820. (9) The reactants are [Br:1][C:2]1[C:3](=[O:10])[NH:4][C:5](=O)[NH:6][C:7]=1[CH3:8].[Cl:11]C1NC(=O)C(C)=C(C)N=1. No catalyst specified. The product is [Br:1][C:2]1[C:3](=[O:10])[NH:4][C:5]([Cl:11])=[N:6][C:7]=1[CH3:8]. The yield is 0.630.